Binary Classification. Given a miRNA mature sequence and a target amino acid sequence, predict their likelihood of interaction. From a dataset of Experimentally validated miRNA-target interactions with 360,000+ pairs, plus equal number of negative samples. The miRNA is hsa-miR-3649 with sequence AGGGACCUGAGUGUCUAAG. The protein sequence of the target gene is MPKKFQGENTKSAAARARRAEAKAAADAKKQKELEDAYWKDDDKHVMRKEQRKEEKEKRRLDQLERKKETQRLLEEEDSKLKGGKAPRVATSSKVTRAQIEDTLRRDHQLREAPDTAEKAKSHLEVPLEENVNRRVLEEGSVEARTIEDAIAVLSVAEEAADRHPERRMRAAFTAFEEAQLPRLKQENPNMRLSQLKQLLKKEWLRSPDNPMNQRAVPFNAPK. Result: 0 (no interaction).